This data is from Peptide-MHC class I binding affinity with 185,985 pairs from IEDB/IMGT. The task is: Regression. Given a peptide amino acid sequence and an MHC pseudo amino acid sequence, predict their binding affinity value. This is MHC class I binding data. (1) The peptide sequence is LQRFSVAPM. The MHC is HLA-B07:02 with pseudo-sequence HLA-B07:02. The binding affinity (normalized) is 0.338. (2) The peptide sequence is KLMPICMDV. The MHC is HLA-A02:03 with pseudo-sequence HLA-A02:03. The binding affinity (normalized) is 0.936. (3) The peptide sequence is AICSVVRRA. The MHC is Patr-A0401 with pseudo-sequence Patr-A0401. The binding affinity (normalized) is 0. (4) The peptide sequence is NPVPVGNIY. The MHC is HLA-A01:01 with pseudo-sequence HLA-A01:01. The binding affinity (normalized) is 0.244. (5) The peptide sequence is EKPKFLPDL. The MHC is HLA-B18:01 with pseudo-sequence HLA-B18:01. The binding affinity (normalized) is 0.0847. (6) The peptide sequence is TIAVSVYGAI. The MHC is HLA-A02:03 with pseudo-sequence HLA-A02:03. The binding affinity (normalized) is 0.412.